This data is from Ames mutagenicity test results for genotoxicity prediction. The task is: Regression/Classification. Given a drug SMILES string, predict its toxicity properties. Task type varies by dataset: regression for continuous values (e.g., LD50, hERG inhibition percentage) or binary classification for toxic/non-toxic outcomes (e.g., AMES mutagenicity, cardiotoxicity, hepatotoxicity). Dataset: ames. (1) The result is 0 (non-mutagenic). The molecule is COc1ccc2[nH]c(N)nc2c1. (2) The molecule is Cc1cc(C)c2cc(C)c(N)cc2n1. The result is 1 (mutagenic). (3) The compound is CC[C@@H](C)ON=O. The result is 1 (mutagenic). (4) The result is 1 (mutagenic). The molecule is O=S(=O)(O)OCc1cc2ccccc2c2ccc3ccccc3c12. (5) The compound is COc1cc2c(cc1OC)C13CCN4CC5=CCOC6CC(=O)N2C1C6C5CC43. The result is 0 (non-mutagenic). (6) The result is 0 (non-mutagenic). The compound is CCCCCCOC(=O)c1ccccc1.